From a dataset of Forward reaction prediction with 1.9M reactions from USPTO patents (1976-2016). Predict the product of the given reaction. Given the reactants [CH3:1][N:2]1[C:10]2[C:5](=[CH:6][C:7](B3OC(C)(C)C(C)(C)O3)=[CH:8][CH:9]=2)[CH:4]=[CH:3]1.Br[C:21]1[CH:22]=[C:23]([CH:25]=[CH:26][CH:27]=1)[NH2:24].[O-]P([O-])([O-])=O.[K+].[K+].[K+].C1(P(C2CCCCC2)C2CCCCC2)CCCCC1, predict the reaction product. The product is: [CH3:1][N:2]1[C:10]2[C:5](=[CH:6][C:7]([C:21]3[CH:22]=[C:23]([NH2:24])[CH:25]=[CH:26][CH:27]=3)=[CH:8][CH:9]=2)[CH:4]=[CH:3]1.